From a dataset of Peptide-MHC class I binding affinity with 185,985 pairs from IEDB/IMGT. Regression. Given a peptide amino acid sequence and an MHC pseudo amino acid sequence, predict their binding affinity value. This is MHC class I binding data. (1) The peptide sequence is YQPDTGNYIL. The MHC is HLA-A29:02 with pseudo-sequence HLA-A29:02. The binding affinity (normalized) is 0.204. (2) The peptide sequence is IRFPKTFGY. The MHC is HLA-A11:01 with pseudo-sequence HLA-A11:01. The binding affinity (normalized) is 0. (3) The peptide sequence is KVKTELVMDK. The MHC is HLA-A33:01 with pseudo-sequence HLA-A33:01. The binding affinity (normalized) is 0. (4) The peptide sequence is FLHGGDFGV. The MHC is HLA-A02:19 with pseudo-sequence HLA-A02:19. The binding affinity (normalized) is 1.00. (5) The peptide sequence is SLIYYQNEV. The MHC is HLA-B51:01 with pseudo-sequence HLA-B51:01. The binding affinity (normalized) is 0.